Dataset: KCNQ2 potassium channel screen with 302,405 compounds. Task: Binary Classification. Given a drug SMILES string, predict its activity (active/inactive) in a high-throughput screening assay against a specified biological target. The drug is s1c(C(=O)C=2C(N(CCOC)C(=O)C2O)c2ccccc2)ccc1. The result is 0 (inactive).